From a dataset of Blood-brain barrier permeability regression values from the B3DB database. Regression/Classification. Given a drug SMILES string, predict its absorption, distribution, metabolism, or excretion properties. Task type varies by dataset: regression for continuous measurements (e.g., permeability, clearance, half-life) or binary classification for categorical outcomes (e.g., BBB penetration, CYP inhibition). For this dataset (b3db_regression), we predict Y. The molecule is C1=CC=C(C=C1)C2=NC(C(=O)NC3=C2C=C(C=C3)Cl)O. The Y is 0.600 log(BB ratio).